Dataset: Full USPTO retrosynthesis dataset with 1.9M reactions from patents (1976-2016). Task: Predict the reactants needed to synthesize the given product. (1) Given the product [NH2:7][CH:8]([CH2:9][CH3:10])[C@@H:11]([C:12]1[O:13][C:14]([C:17]2[CH:18]=[CH:19][C:20]([O:23][C:24]([F:25])([F:27])[F:26])=[CH:21][CH:22]=2)=[N:15][N:16]=1)[OH:28], predict the reactants needed to synthesize it. The reactants are: C(OC(=O)[NH:7][C@H:8]([CH:11]([OH:28])[C:12]1[O:13][C:14]([C:17]2[CH:22]=[CH:21][C:20]([O:23][C:24]([F:27])([F:26])[F:25])=[CH:19][CH:18]=2)=[N:15][N:16]=1)[CH2:9][CH3:10])(C)(C)C.FC(F)(F)C(O)=O. (2) Given the product [Cl:1][C:2]1[CH:3]=[C:4]([C@@:8]2([CH2:21][NH2:22])[CH2:10][C@@H:9]2[CH2:11][CH2:12][O:13][CH2:14][C:15]2[CH:16]=[CH:17][CH:18]=[CH:19][CH:20]=2)[CH:5]=[CH:6][CH:7]=1, predict the reactants needed to synthesize it. The reactants are: [Cl:1][C:2]1[CH:3]=[C:4]([C@@:8]2([C:21]#[N:22])[CH2:10][C@@H:9]2[CH2:11][CH2:12][O:13][CH2:14][C:15]2[CH:20]=[CH:19][CH:18]=[CH:17][CH:16]=2)[CH:5]=[CH:6][CH:7]=1.[H-].[H-].[H-].[H-].[Li+].[Al+3].O.